Dataset: Full USPTO retrosynthesis dataset with 1.9M reactions from patents (1976-2016). Task: Predict the reactants needed to synthesize the given product. Given the product [CH:21]1([C:8]2[C:9]([CH2:11][O:12][C:13]3[CH:18]=[C:17]([Cl:19])[CH:16]=[C:15]([Cl:20])[CH:14]=3)=[CH:10][C:5]3[N:6]([C:2]([NH:30][S:27]([CH3:24])(=[O:29])=[O:28])=[N:3][N:4]=3)[CH:7]=2)[CH2:23][CH2:22]1, predict the reactants needed to synthesize it. The reactants are: Br[C:2]1[N:6]2[CH:7]=[C:8]([CH:21]3[CH2:23][CH2:22]3)[C:9]([CH2:11][O:12][C:13]3[CH:18]=[C:17]([Cl:19])[CH:16]=[C:15]([Cl:20])[CH:14]=3)=[CH:10][C:5]2=[N:4][N:3]=1.[CH:24]1([S:27]([NH2:30])(=[O:29])=[O:28])CC1.CS(N)(=O)=O.